From a dataset of Full USPTO retrosynthesis dataset with 1.9M reactions from patents (1976-2016). Predict the reactants needed to synthesize the given product. (1) Given the product [F:25][C:22]1[CH:21]=[CH:20][C:19]([C@@:8]2([CH2:3][C:1]#[N:2])[CH2:13][C:12]3([CH2:14][CH2:16][CH2:17][CH2:18]3)[O:11][CH2:10][CH2:9]2)=[CH:24][CH:23]=1, predict the reactants needed to synthesize it. The reactants are: [C:1]([CH:3]([C:8]1([C:19]2[CH:24]=[CH:23][C:22]([F:25])=[CH:21][CH:20]=2)[CH2:13][C:12]2([CH2:18][CH2:17][CH2:16]C[CH2:14]2)[O:11][CH2:10][CH2:9]1)C(OC)=O)#[N:2].C(C(C1(C2C=CC(F)=CC=2)CC2(CCCC2)OCC1)C(OC)=O)#N.FC1C=CC(C2(CC#N)CC3(CCCCC3)OCC2)=CC=1. (2) Given the product [OH:13][CH:12]([C:2]1[S:3][CH:4]=[CH:5][N:6]=1)[C:14]1[CH:15]=[CH:16][C:17]([C:18]([O:20][CH3:21])=[O:19])=[CH:22][CH:23]=1, predict the reactants needed to synthesize it. The reactants are: Br[C:2]1[S:3][CH:4]=[CH:5][N:6]=1.C([Mg]Cl)(C)C.[CH:12]([C:14]1[CH:23]=[CH:22][C:17]([C:18]([O:20][CH3:21])=[O:19])=[CH:16][CH:15]=1)=[O:13]. (3) Given the product [C:1]([O:5][C:6]([N:8]1[CH2:13][CH2:12][CH:11]([C:14]2[CH:18]=[CH:17][S:16][C:15]=2[C:19]([O:21][CH3:22])=[O:20])[CH2:10][CH2:9]1)=[O:7])([CH3:4])([CH3:3])[CH3:2], predict the reactants needed to synthesize it. The reactants are: [C:1]([O:5][C:6]([N:8]1[CH2:13][CH:12]=[C:11]([C:14]2[CH:18]=[CH:17][S:16][C:15]=2[C:19]([O:21][CH3:22])=[O:20])[CH2:10][CH2:9]1)=[O:7])([CH3:4])([CH3:3])[CH3:2]. (4) Given the product [CH2:5]([O:7][C:8](=[O:22])[CH2:9][C:10]1[C:11]([Cl:21])=[CH:12][CH:13]=[C:14]2[C:19]=1[N:18]=[C:17]([CH:20]=[O:2])[CH:16]=[CH:15]2)[CH3:6], predict the reactants needed to synthesize it. The reactants are: [Se](O)(O)=[O:2].[CH2:5]([O:7][C:8](=[O:22])[CH2:9][C:10]1[C:11]([Cl:21])=[CH:12][CH:13]=[C:14]2[C:19]=1[N:18]=[C:17]([CH3:20])[CH:16]=[CH:15]2)[CH3:6]. (5) Given the product [C:1]([C:4]1[CH:5]=[CH:6][C:7]([C:10]2[N:15]=[C:14]([C:16]3[NH:34][C:32](=[O:33])[C:31]4[C:30](=[CH:38][C:37]([O:39][CH3:40])=[CH:36][C:35]=4[O:41][CH3:42])[N:29]=3)[CH:13]=[CH:12][C:11]=2[O:18][CH2:19][CH2:20][OH:21])=[CH:8][CH:9]=1)(=[O:3])[CH3:2], predict the reactants needed to synthesize it. The reactants are: [C:1]([C:4]1[CH:9]=[CH:8][C:7]([C:10]2[N:15]=[C:14]([CH:16]=O)[CH:13]=[CH:12][C:11]=2[O:18][CH2:19][CH2:20][O:21][Si](C(C)(C)C)(C)C)=[CH:6][CH:5]=1)(=[O:3])[CH3:2].[NH2:29][C:30]1[CH:38]=[C:37]([O:39][CH3:40])[CH:36]=[C:35]([O:41][CH3:42])[C:31]=1[C:32]([NH2:34])=[O:33].OS([O-])=O.[Na+].O.C1(C)C=CC(S(O)(=O)=O)=CC=1. (6) Given the product [CH3:24][O:23][C:21](=[O:22])[C:20]1[CH:25]=[CH:26][C:17]([C:16]#[C:15][C:13]#[C:12][C:9]2[CH:8]=[CH:7][C:6]([O:5][C:1]([CH3:4])([CH3:3])[CH3:2])=[CH:11][CH:10]=2)=[CH:18][CH:19]=1, predict the reactants needed to synthesize it. The reactants are: [C:1]([O:5][C:6]1[CH:11]=[CH:10][C:9]([C:12]#[CH:13])=[CH:8][CH:7]=1)([CH3:4])([CH3:3])[CH3:2].Br[C:15](Br)=[CH:16][C:17]1[CH:26]=[CH:25][C:20]([C:21]([O:23][CH3:24])=[O:22])=[CH:19][CH:18]=1. (7) Given the product [C:5]1([C@H:2]2[CH2:3][O:4][CH2:11][NH:1]2)[CH:10]=[CH:9][CH:8]=[CH:7][CH:6]=1, predict the reactants needed to synthesize it. The reactants are: [NH2:1][C@@H:2]([C:5]1[CH:10]=[CH:9][CH:8]=[CH:7][CH:6]=1)[CH2:3][OH:4].[CH2:11]=O.